Dataset: Forward reaction prediction with 1.9M reactions from USPTO patents (1976-2016). Task: Predict the product of the given reaction. (1) Given the reactants [C:1]([C:5]1[CH:6]=[C:7](/[CH:15]=[CH:16]/[C:17]([C:19]2[CH:28]=[CH:27][C:22]([C:23]([O:25][CH3:26])=[O:24])=[CH:21][CH:20]=2)=O)[CH:8]=[C:9]([C:11]([CH3:14])([CH3:13])[CH3:12])[CH:10]=1)([CH3:4])([CH3:3])[CH3:2].[NH:29]([C:31]1[CH:39]=[CH:38][C:34]([C:35]([OH:37])=[O:36])=[CH:33][CH:32]=1)[NH2:30].C(O)(=O)C, predict the reaction product. The product is: [C:11]([C:9]1[CH:8]=[C:7]([CH:15]2[CH2:16][C:17]([C:19]3[CH:20]=[CH:21][C:22]([C:23]([O:25][CH3:26])=[O:24])=[CH:27][CH:28]=3)=[N:30][N:29]2[C:31]2[CH:32]=[CH:33][C:34]([C:35]([OH:37])=[O:36])=[CH:38][CH:39]=2)[CH:6]=[C:5]([C:1]([CH3:2])([CH3:4])[CH3:3])[CH:10]=1)([CH3:13])([CH3:14])[CH3:12]. (2) Given the reactants [F:1][C:2]1[CH:27]=[C:26]([C:28]([O:30][CH3:31])=[O:29])[CH:25]=[CH:24][C:3]=1[O:4][C@H:5]1[CH2:9][CH2:8][N:7]([CH:10]2[CH2:15][CH2:14][N:13](C(OC(C)(C)C)=O)[CH2:12][CH2:11]2)[C:6]1=[O:23].[ClH:32].C(O)(C)C, predict the reaction product. The product is: [ClH:32].[F:1][C:2]1[CH:27]=[C:26]([CH:25]=[CH:24][C:3]=1[O:4][C@H:5]1[CH2:9][CH2:8][N:7]([CH:10]2[CH2:15][CH2:14][NH:13][CH2:12][CH2:11]2)[C:6]1=[O:23])[C:28]([O:30][CH3:31])=[O:29]. (3) Given the reactants [F:1][C:2]1[CH:7]=[CH:6][C:5]([C:8]2[C:17]3[C:12](=[CH:13][C:14]([CH2:18][N:19]4[CH:23]=[C:22]([C@:24]([OH:31])([C:27]([F:30])([F:29])[F:28])[CH2:25][CH3:26])[N:21]=[N:20]4)=[CH:15][CH:16]=3)[N:11]=[C:10]([C:32](=[O:34])[CH3:33])[CH:9]=2)=[CH:4][CH:3]=1.[CH3:35][Mg]Br.CCOCC, predict the reaction product. The product is: [F:28][C:27]([F:29])([F:30])[C@:24]([C:22]1[N:21]=[N:20][N:19]([CH2:18][C:14]2[CH:13]=[C:12]3[C:17]([C:8]([C:5]4[CH:4]=[CH:3][C:2]([F:1])=[CH:7][CH:6]=4)=[CH:9][C:10]([C:32]([OH:34])([CH3:35])[CH3:33])=[N:11]3)=[CH:16][CH:15]=2)[CH:23]=1)([OH:31])[CH2:25][CH3:26]. (4) Given the reactants [Br:1][C:2]1[CH:7]=[CH:6][C:5]([NH:8][C:9](=O)[CH3:10])=[C:4]([C:12]([F:15])([F:14])[F:13])[CH:3]=1.C(Cl)Cl.[N-:19]=[N+:20]=[N-:21].[Na+].FC(F)(F)S(OS(C(F)(F)F)(=O)=O)(=O)=O, predict the reaction product. The product is: [Br:1][C:2]1[CH:7]=[CH:6][C:5]([N:8]2[C:9]([CH3:10])=[N:21][N:20]=[N:19]2)=[C:4]([C:12]([F:15])([F:14])[F:13])[CH:3]=1. (5) Given the reactants [NH:1]1[CH2:5][CH2:4][C@@H:3]([CH2:6][NH:7][C:8](=[O:14])[O:9][C:10]([CH3:13])([CH3:12])[CH3:11])[CH2:2]1.[CH3:15]N(C[C@H]1CCCN1)C(=O)OC(C)(C)C, predict the reaction product. The product is: [CH3:15][N:7]([CH2:6][C@@H:3]1[CH2:4][CH2:5][NH:1][CH2:2]1)[C:8](=[O:14])[O:9][C:10]([CH3:11])([CH3:13])[CH3:12].